Dataset: Forward reaction prediction with 1.9M reactions from USPTO patents (1976-2016). Task: Predict the product of the given reaction. (1) Given the reactants [CH2:1]([OH:4])[C:2]#[CH:3].Br[C:6]1[CH:11]=[CH:10][C:9]([C:12]2[CH:17]=[CH:16][CH:15]=[CH:14][CH:13]=2)=[CH:8][CH:7]=1, predict the reaction product. The product is: [C:9]1([C:12]2[CH:13]=[CH:14][CH:15]=[CH:16][CH:17]=2)[CH:10]=[CH:11][C:6]([C:3]#[C:2][CH2:1][OH:4])=[CH:7][CH:8]=1. (2) Given the reactants [NH2:1][C:2]1[CH:7]=[CH:6][C:5]([CH3:8])=[CH:4][C:3]=1[S:9]([NH2:12])(=[O:11])=[O:10].[Cl:13][C:14]1[CH:19]=[CH:18][C:17](/[CH:20]=[CH:21]/[S:22](Cl)(=[O:24])=[O:23])=[C:16]([O:26][CH3:27])[CH:15]=1, predict the reaction product. The product is: [Cl:13][C:14]1[CH:19]=[CH:18][C:17]([CH:20]=[CH:21][S:22]([NH:1][C:2]2[CH:7]=[CH:6][C:5]([CH3:8])=[CH:4][C:3]=2[S:9]([NH2:12])(=[O:10])=[O:11])(=[O:23])=[O:24])=[C:16]([O:26][CH3:27])[CH:15]=1. (3) Given the reactants [H-].[Na+].[OH:3][CH:4]([C:15]1[CH:16]=[C:17]([CH3:21])[CH:18]=[CH:19][CH:20]=1)[C:5]1[CH:6]=[C:7]([CH:12]=[CH:13][CH:14]=1)[C:8]([O:10][CH3:11])=[O:9].Br[CH2:23][C:24]#[N:25], predict the reaction product. The product is: [C:24]([CH2:23][O:3][CH:4]([C:15]1[CH:16]=[C:17]([CH3:21])[CH:18]=[CH:19][CH:20]=1)[C:5]1[CH:6]=[C:7]([CH:12]=[CH:13][CH:14]=1)[C:8]([O:10][CH3:11])=[O:9])#[N:25]. (4) The product is: [N:20]12[CH2:19][C@@H:18]([NH:17][C:12]([C:8]3[CH:9]=[CH:10][CH:11]=[C:5]4[O:4][C:3]([S:2][CH3:1])=[N:7][C:6]=34)=[O:14])[CH:23]([CH2:24][CH2:25]1)[CH2:22][CH2:21]2. Given the reactants [CH3:1][S:2][C:3]1[O:4][C:5]2[C:6](=[C:8]([C:12]([OH:14])=O)[CH:9]=[CH:10][CH:11]=2)[N:7]=1.Cl.Cl.[NH2:17][C@H:18]1[CH:23]2[CH2:24][CH2:25][N:20]([CH2:21][CH2:22]2)[CH2:19]1, predict the reaction product. (5) The product is: [CH:1]1([C:4]([NH:6][C:7]2[S:8][C:9]3[CH:15]=[C:14]([O:16][S:17]([C:20]4[CH:25]=[CH:24][C:23]([NH:33][CH2:32][CH2:31][N:30]([CH:34]([CH3:36])[CH3:35])[CH:27]([CH3:29])[CH3:28])=[CH:22][CH:21]=4)(=[O:19])=[O:18])[CH:13]=[CH:12][C:10]=3[N:11]=2)=[O:5])[CH2:3][CH2:2]1. Given the reactants [CH:1]1([C:4]([NH:6][C:7]2[S:8][C:9]3[CH:15]=[C:14]([O:16][S:17]([C:20]4[CH:25]=[CH:24][C:23](F)=[CH:22][CH:21]=4)(=[O:19])=[O:18])[CH:13]=[CH:12][C:10]=3[N:11]=2)=[O:5])[CH2:3][CH2:2]1.[CH:27]([N:30]([CH:34]([CH3:36])[CH3:35])[CH2:31][CH2:32][NH2:33])([CH3:29])[CH3:28], predict the reaction product. (6) Given the reactants [CH3:1][C:2]1[CH:10]=[C:9]([CH3:11])[CH:8]=[CH:7][C:3]=1[C:4]([OH:6])=O.C([O:14][C:15](=[O:36])[C:16]([O:19][C:20]1[CH:25]=[CH:24][C:23]([O:26][C:27]2[CH:32]=[CH:31][CH:30]=[C:29]([CH2:33][NH2:34])[CH:28]=2)=[CH:22][C:21]=1[CH3:35])([CH3:18])[CH3:17])C, predict the reaction product. The product is: [CH3:1][C:2]1[CH:10]=[C:9]([CH3:11])[CH:8]=[CH:7][C:3]=1[C:4]([NH:34][CH2:33][C:29]1[CH:28]=[C:27]([CH:32]=[CH:31][CH:30]=1)[O:26][C:23]1[CH:24]=[CH:25][C:20]([O:19][C:16]([CH3:18])([CH3:17])[C:15]([OH:36])=[O:14])=[C:21]([CH3:35])[CH:22]=1)=[O:6]. (7) Given the reactants [F:1][C:2]1[CH:3]=[C:4]([C:26]([NH2:29])([CH3:28])[CH3:27])[CH:5]=[CH:6][C:7]=1[C:8]1[S:9][C:10]2[C:15]([N:16]=1)=[CH:14][CH:13]=[C:12]([C:17]1([C:20]3[CH:25]=[CH:24][CH:23]=[CH:22][CH:21]=3)[CH2:19][CH2:18]1)[N:11]=2.[C:30]([O:34][CH3:35])(=[O:33])[CH:31]=[CH2:32], predict the reaction product. The product is: [F:1][C:2]1[CH:3]=[C:4]([C:26]([NH:29][CH2:32][CH2:31][C:30]([O:34][CH3:35])=[O:33])([CH3:27])[CH3:28])[CH:5]=[CH:6][C:7]=1[C:8]1[S:9][C:10]2[C:15]([N:16]=1)=[CH:14][CH:13]=[C:12]([C:17]1([C:20]3[CH:21]=[CH:22][CH:23]=[CH:24][CH:25]=3)[CH2:18][CH2:19]1)[N:11]=2. (8) Given the reactants [N:1]1([CH2:7][CH2:8][NH:9][C:10]([C:12]2[C:16]([CH3:17])=[C:15](/[CH:18]=[C:19]3\[C:20](=[O:40])[NH:21][C:22]4[C:27]\3=[CH:26][C:25]([S:28]([CH2:31][C:32]3[C:37]([Cl:38])=[CH:36][CH:35]=[CH:34][C:33]=3[Cl:39])(=[O:30])=[O:29])=[CH:24][CH:23]=4)[NH:14][C:13]=2[CH3:41])=[O:11])[CH2:6][CH2:5][NH:4][CH2:3][CH2:2]1.[C:42]([NH:49][C@@H:50]([C:52]([OH:54])=O)[CH3:51])([O:44][C:45]([CH3:48])([CH3:47])[CH3:46])=[O:43].[C:55](P(=O)(OCC)OCC)#N, predict the reaction product. The product is: [C:45]([O:44][C:42](=[O:43])[NH:49][C:50]([CH3:51])([CH3:55])[C:52]([N:4]1[CH2:5][CH2:6][N:1]([CH2:7][CH2:8][NH:9][C:10]([C:12]2[C:16]([CH3:17])=[C:15](/[CH:18]=[C:19]3\[C:20](=[O:40])[NH:21][C:22]4[C:27]\3=[CH:26][C:25]([S:28]([CH2:31][C:32]3[C:37]([Cl:38])=[CH:36][CH:35]=[CH:34][C:33]=3[Cl:39])(=[O:30])=[O:29])=[CH:24][CH:23]=4)[NH:14][C:13]=2[CH3:41])=[O:11])[CH2:2][CH2:3]1)=[O:54])([CH3:46])([CH3:47])[CH3:48]. (9) Given the reactants [Cl:1][C:2]1[CH:7]=[CH:6][C:5]([NH:8][S:9]([C:12]2[CH:17]=[CH:16][C:15]([C:18]([CH3:22])(C)[CH2:19]C)=[CH:14][CH:13]=2)(=[O:11])=[O:10])=[C:4]([N:23]2[C:31]3[C:26](=[N:27][CH:28]=[CH:29][CH:30]=3)[N:25]=[N:24]2)[CH:3]=1.C[Mg]Cl.CC[O:37][CH2:38]C.Cl.C1C[O:44]CC1, predict the reaction product. The product is: [Cl:1][C:2]1[CH:7]=[CH:6][C:5]([NH:8][S:9]([C:12]2[CH:13]=[C:14]3[C:15](=[CH:16][CH:17]=2)[C:18]([CH3:19])([CH3:22])[O:44][C:38]3=[O:37])(=[O:10])=[O:11])=[C:4]([N:23]2[C:31]3[C:26](=[N:27][CH:28]=[CH:29][CH:30]=3)[N:25]=[N:24]2)[CH:3]=1. (10) Given the reactants N[C:2]1([CH3:8])[CH:7]=[CH:6][CH:5]=[CH:4][NH:3]1.[C:9]([O:13][C:14]([O:16]C(OC(C)(C)C)=O)=O)([CH3:12])([CH3:11])[CH3:10].[NH4+:24].[Cl-], predict the reaction product. The product is: [C:9]([O:13][C:14]([NH:24][C:4]1[CH:5]=[CH:6][CH:7]=[C:2]([CH3:8])[N:3]=1)=[O:16])([CH3:12])([CH3:11])[CH3:10].